Dataset: Catalyst prediction with 721,799 reactions and 888 catalyst types from USPTO. Task: Predict which catalyst facilitates the given reaction. (1) Reactant: [Cl-].[O:2]=[C:3]([NH:14][C:15]1[CH:16]=[N:17][C:18]2[C:23]([CH:24]=1)=[CH:22][CH:21]=[CH:20][CH:19]=2)[C@@H:4]([NH3+:13])[CH2:5][CH2:6][CH2:7][CH2:8][CH2:9][C:10](=[O:12])[CH3:11].CCN(CC)CC.[C:32]([C:34]1[CH:39]=[CH:38][C:37]([S:40](Cl)(=[O:42])=[O:41])=[CH:36][CH:35]=1)#[N:33]. Product: [C:32]([C:34]1[CH:35]=[CH:36][C:37]([S:40]([NH:13][C@@H:4]([CH2:5][CH2:6][CH2:7][CH2:8][CH2:9][C:10](=[O:12])[CH3:11])[C:3]([NH:14][C:15]2[CH:16]=[N:17][C:18]3[C:23]([CH:24]=2)=[CH:22][CH:21]=[CH:20][CH:19]=3)=[O:2])(=[O:42])=[O:41])=[CH:38][CH:39]=1)#[N:33]. The catalyst class is: 2. (2) Reactant: [CH3:1][C@H:2]1[CH2:7][O:6][CH2:5][CH2:4][N:3]1[C:8]1[CH:13]=[CH:12][C:11]([N+:14]([O-])=O)=[CH:10][N:9]=1. Product: [CH3:1][C@H:2]1[CH2:7][O:6][CH2:5][CH2:4][N:3]1[C:8]1[N:9]=[CH:10][C:11]([NH2:14])=[CH:12][CH:13]=1. The catalyst class is: 45. (3) Reactant: N1C=CC=CC=1.Cl.CN(C)CCCN=C=NCC.[S:19]1[CH:23]=[CH:22][C:21]2[C:24]([NH2:28])=[CH:25][CH:26]=[CH:27][C:20]1=2.[N:29]1([C:35]2[N:36]=[C:37]([CH2:42][C:43]([O-])=[O:44])[NH:38][C:39](=[O:41])[CH:40]=2)[CH2:34][CH2:33][O:32][CH2:31][CH2:30]1.[Na+]. Product: [S:19]1[C:20]2[CH:27]=[CH:26][CH:25]=[C:24]([NH:28][C:43](=[O:44])[CH2:42][C:37]3[NH:38][C:39](=[O:41])[CH:40]=[C:35]([N:29]4[CH2:34][CH2:33][O:32][CH2:31][CH2:30]4)[N:36]=3)[C:21]=2[CH:22]=[CH:23]1. The catalyst class is: 9. (4) Reactant: C([NH:18]CC=O)(OCC1C2C(=CC=CC=2)C2C1=CC=CC=2)=O.[CH3:22][C:23]1[CH:32]=[C:31]2[C:26]([CH:27]=[CH:28][C:29]([C:33]([OH:35])=O)=[N:30]2)=[CH:25][CH:24]=1.ON1C2C=CC=CC=2N=N1.C(O)C(N)(CO)CO. Product: [CH3:22][C:23]1[CH:32]=[C:31]2[C:26]([CH:27]=[CH:28][C:29]([C:33]([NH2:18])=[O:35])=[N:30]2)=[CH:25][CH:24]=1. The catalyst class is: 4. (5) Reactant: [C:1]([C:3]1[CH:4]=[C:5]([CH:27]=[C:28]([N+:30]([O-])=O)[CH:29]=1)[C:6]([NH:8][C:9]1[C:14]([CH3:15])=[CH:13][C:12]([C:16]([F:25])([C:21]([F:24])([F:23])[F:22])[C:17]([F:20])([F:19])[F:18])=[CH:11][C:10]=1[CH3:26])=[O:7])#[N:2].[Sn](Cl)(Cl)(Cl)Cl.Cl. Product: [NH2:30][C:28]1[CH:29]=[C:3]([C:1]#[N:2])[CH:4]=[C:5]([CH:27]=1)[C:6]([NH:8][C:9]1[C:10]([CH3:26])=[CH:11][C:12]([C:16]([F:25])([C:17]([F:18])([F:19])[F:20])[C:21]([F:22])([F:23])[F:24])=[CH:13][C:14]=1[CH3:15])=[O:7]. The catalyst class is: 32. (6) Reactant: [F:1][C:2]1[CH:18]=[CH:17][C:5]([CH2:6][N:7]2[CH:12]=[CH:11][CH:10]=[C:9]([C:13]([OH:15])=O)[C:8]2=[O:16])=[CH:4][CH:3]=1.[ClH:19].Cl.[F:21][C:22]1[CH:23]=[C:24]([NH:49]C(NC(=O)CC2C=CC(F)=CC=2)=S)[CH:25]=[CH:26][C:27]=1[O:28][C:29]1[C:34]2=[C:35]([CH3:48])C(OCCN3CCN(C)CC3)=CN2N=CN=1.C[N:64]([C:66](ON1N=NC2C=CC=CC1=2)=[N+:67]([CH3:69])C)C.[B-](F)(F)(F)F.[CH3:85]CN(C(C)C)C(C)C. Product: [ClH:19].[NH:64]1[C:66]2=[N:67][CH:69]=[CH:85][C:29]([O:28][C:27]3[CH:26]=[CH:25][C:24]([NH:49][C:13]([C:9]4[C:8](=[O:16])[N:7]([CH2:6][C:5]5[CH:4]=[CH:3][C:2]([F:1])=[CH:18][CH:17]=5)[CH:12]=[CH:11][CH:10]=4)=[O:15])=[CH:23][C:22]=3[F:21])=[C:34]2[CH:35]=[CH:48]1. The catalyst class is: 3.